Dataset: Full USPTO retrosynthesis dataset with 1.9M reactions from patents (1976-2016). Task: Predict the reactants needed to synthesize the given product. (1) Given the product [F:20][C:21]([F:28])([F:27])[C:22](=[O:23])[C:8]#[C:7][C:1]1[CH:6]=[CH:5][CH:4]=[CH:3][CH:2]=1, predict the reactants needed to synthesize it. The reactants are: [C:1]1([C:7]#[CH:8])[CH:6]=[CH:5][CH:4]=[CH:3][CH:2]=1.C([Li])CCC.CCCCCC.[F:20][C:21]([F:28])([F:27])[C:22](OCC)=[O:23].[Cl-].[NH4+]. (2) Given the product [Cl:1][C:2]1[N:7]=[C:6]([CH2:8][C:15]([C:13]2[S:14][C:10]([Cl:9])=[CH:11][CH:12]=2)=[O:16])[CH:5]=[CH:4][N:3]=1, predict the reactants needed to synthesize it. The reactants are: [Cl:1][C:2]1[N:7]=[C:6]([CH3:8])[CH:5]=[CH:4][N:3]=1.[Cl:9][C:10]1[S:14][C:13]([C:15](OCC)=[O:16])=[CH:12][CH:11]=1.C[Si]([N-][Si](C)(C)C)(C)C.[Li+].O. (3) Given the product [CH2:24]([O:23][C:21]([C:20]1[NH:11][C:12]([CH3:13])=[N:8][C:19]=1[CH:16]1[CH2:18][CH2:17]1)=[O:22])[CH3:25], predict the reactants needed to synthesize it. The reactants are: C(=O)C.C([O-])(=O)C.[NH4+:8].C([N:11](CC)[CH2:12][CH3:13])C.[CH:16]1([C:19](=O)[C:20](O)(O)[C:21]([O:23][CH2:24][CH3:25])=[O:22])[CH2:18][CH2:17]1. (4) Given the product [N:14]1[CH:15]=[CH:16][CH:17]=[CH:18][C:13]=1[C:11]1[O:10][N:9]=[C:8]([C:4]2[CH:5]=[N:6][CH:7]=[C:2]([C:25]3[CH:26]=[N:27][CH:28]=[CH:29][CH:30]=3)[CH:3]=2)[N:12]=1, predict the reactants needed to synthesize it. The reactants are: Br[C:2]1[CH:3]=[C:4]([C:8]2[N:12]=[C:11]([C:13]3[CH:18]=[CH:17][CH:16]=[CH:15][N:14]=3)[O:10][N:9]=2)[CH:5]=[N:6][CH:7]=1.B1([C:25]2[CH:30]=[CH:29][CH:28]=[N:27][CH:26]=2)OCCCO1.COCCOC.C(=O)([O-])[O-].[Na+].[Na+]. (5) Given the product [CH2:3]([O:14][C:15]1[CH:16]=[C:17]([CH:22]=[CH:23][CH:24]=1)[C:18]([OH:20])=[O:19])[CH2:4][CH2:5]/[CH:6]=[CH:7]\[CH2:8][CH2:9][CH2:10][CH2:11][CH2:12][CH3:13], predict the reactants needed to synthesize it. The reactants are: [OH-].[Na+].[CH2:3]([O:14][C:15]1[CH:16]=[C:17]([CH:22]=[CH:23][CH:24]=1)[C:18]([O:20]C)=[O:19])[CH2:4][CH2:5]/[CH:6]=[CH:7]\[CH2:8][CH2:9][CH2:10][CH2:11][CH2:12][CH3:13].